From a dataset of Reaction yield outcomes from USPTO patents with 853,638 reactions. Predict the reaction yield, written as a fraction of the theoretical maximum amount of product (1.0 means a 100% yield; for example, 0.34 means a 34% yield). (1) The reactants are [C:1]([N:4]1[CH2:9][CH2:8][C:7]2[N:10]([CH:14]([CH3:20])[C:15](OCC)=[O:16])[N:11]=[C:12]([Br:13])[C:6]=2[CH2:5]1)(=[O:3])[CH3:2].[BH4-].[Na+]. The catalyst is CO. The product is [Br:13][C:12]1[C:6]2[CH2:5][N:4]([C:1](=[O:3])[CH3:2])[CH2:9][CH2:8][C:7]=2[N:10]([CH:14]([CH3:20])[CH2:15][OH:16])[N:11]=1. The yield is 0.700. (2) The reactants are [CH2:1]([N:3]([CH2:30][CH3:31])[CH2:4][CH2:5][NH:6][C:7]([C:9]1[C:17]2[CH2:16][CH2:15][CH2:14]/[C:13](=[C:18]3/[C:19](=[O:28])[NH:20][C:21]4[C:26]/3=[CH:25][C:24]([F:27])=[CH:23][CH:22]=4)/[C:12]=2[NH:11][C:10]=1[CH3:29])=[O:8])[CH3:2].C(#N)C.[C:35]([OH:45])(=[O:44])[C@H:36]([C:38]1[CH:43]=[CH:42][CH:41]=[CH:40][CH:39]=1)[OH:37]. The catalyst is ClCCl. The product is [C:35]([OH:45])(=[O:44])[C@H:36]([C:38]1[CH:43]=[CH:42][CH:41]=[CH:40][CH:39]=1)[OH:37].[CH2:30]([N:3]([CH2:1][CH3:2])[CH2:4][CH2:5][NH:6][C:7]([C:9]1[C:17]2[CH2:16][CH2:15][CH2:14]/[C:13](=[C:18]3/[C:19](=[O:28])[NH:20][C:21]4[C:26]/3=[CH:25][C:24]([F:27])=[CH:23][CH:22]=4)/[C:12]=2[NH:11][C:10]=1[CH3:29])=[O:8])[CH3:31]. The yield is 0.870. (3) The reactants are [Cl:1][C:2]1[CH:9]=[CH:8][C:5]([CH:6]=[O:7])=[CH:4][CH:3]=1.[CH2:10]([Mg]Br)[CH:11]=[CH2:12].Cl. The catalyst is CCOCC. The product is [Cl:1][C:2]1[CH:9]=[CH:8][C:5]([CH:6]([OH:7])[CH2:12][CH:11]=[CH2:10])=[CH:4][CH:3]=1. The yield is 0.920. (4) The reactants are [CH3:1][C:2]1[N:7]=[C:6]([NH2:8])[CH:5]=[C:4]([CH3:9])[N:3]=1.Br[C:11]1[C:12](=[O:19])[N:13]([CH3:18])[CH:14]=[C:15]([Br:17])[CH:16]=1.CC1(C)C2C(=C(P(C3C=CC=CC=3)C3C=CC=CC=3)C=CC=2)OC2C(P(C3C=CC=CC=3)C3C=CC=CC=3)=CC=CC1=2.C(=O)([O-])[O-].[Cs+].[Cs+]. The catalyst is C1C=CC(/C=C/C(/C=C/C2C=CC=CC=2)=O)=CC=1.C1C=CC(/C=C/C(/C=C/C2C=CC=CC=2)=O)=CC=1.C1C=CC(/C=C/C(/C=C/C2C=CC=CC=2)=O)=CC=1.[Pd].[Pd].O1CCOCC1. The product is [Br:17][C:15]1[CH:16]=[C:11]([NH:8][C:6]2[CH:5]=[C:4]([CH3:9])[N:3]=[C:2]([CH3:1])[N:7]=2)[C:12](=[O:19])[N:13]([CH3:18])[CH:14]=1. The yield is 0.400.